This data is from Full USPTO retrosynthesis dataset with 1.9M reactions from patents (1976-2016). The task is: Predict the reactants needed to synthesize the given product. (1) The reactants are: [C:1]([O:5][C:6](=[O:23])[NH:7][CH:8]1[CH2:13][CH:12]([C:14]2[CH:19]=[CH:18][C:17](Cl)=[CH:16][CH:15]=2)[CH:11]([CH3:21])[NH:10][C:9]1=[O:22])([CH3:4])([CH3:3])[CH3:2].[H][H].C(N(CC)CC)C.C(OC(OC(C)(C)C)=O)(OC(C)(C)C)=O.C(=O)(O)[O-].[Na+]. Given the product [C:1]([O:5][C:6](=[O:23])[NH:7][C@H:8]1[CH2:13][C@@H:12]([C:14]2[CH:15]=[CH:16][CH:17]=[CH:18][CH:19]=2)[C@@H:11]([CH3:21])[NH:10][C:9]1=[O:22])([CH3:3])([CH3:2])[CH3:4], predict the reactants needed to synthesize it. (2) Given the product [OH:23][C:3]1[CH:4]=[C:5]([C:11]([C:13]2[C:14]([C:19]([F:22])([F:20])[F:21])=[N:15][CH:16]=[CH:17][CH:18]=2)=[O:12])[CH:6]=[C:7]([N+:8]([O-:10])=[O:9])[C:2]=1[OH:1], predict the reactants needed to synthesize it. The reactants are: [OH:1][C:2]1[C:7]([N+:8]([O-:10])=[O:9])=[CH:6][C:5]([C:11]([C:13]2[C:14]([C:19]([F:22])([F:21])[F:20])=[N:15][CH:16]=[CH:17][CH:18]=2)=[O:12])=[CH:4][C:3]=1[O:23]C.[Cl-].[Al+3].[Cl-].[Cl-].N1C=CC=CC=1.Cl. (3) Given the product [NH2:29][CH2:30][C:31]1[CH:36]=[CH:35][C:34]([C:2]2[CH:3]=[CH:4][N:5]3[C:10]([C:11]=2[CH3:12])=[C:9]([CH:13]2[CH2:14][CH2:15]2)[CH:8]=[C:7]([C:16]([OH:18])=[O:17])[C:6]3=[O:21])=[CH:33][CH:32]=1, predict the reactants needed to synthesize it. The reactants are: Cl[C:2]1[CH:3]=[CH:4][N:5]2[C:10]([C:11]=1[CH3:12])=[C:9]([CH:13]1[CH2:15][CH2:14]1)[CH:8]=[C:7]([C:16]([O:18]CC)=[O:17])[C:6]2=[O:21].C(=O)([O-])[O-].[Na+].[Na+].Cl.[NH2:29][CH2:30][C:31]1[CH:36]=[CH:35][C:34](B(O)O)=[CH:33][CH:32]=1.Cl. (4) Given the product [CH:23]1([NH:29][C:2]2[CH:7]=[C:6]([C:8]3[C:9]([C:16]4[CH:21]=[CH:20][C:19]([F:22])=[CH:18][CH:17]=4)=[N:10][O:11][C:12]=3[CH2:13][O:14][CH3:15])[CH:5]=[CH:4][N:3]=2)[CH2:28][CH2:27][CH2:26][CH2:25][CH2:24]1, predict the reactants needed to synthesize it. The reactants are: Br[C:2]1[CH:7]=[C:6]([C:8]2[C:9]([C:16]3[CH:21]=[CH:20][C:19]([F:22])=[CH:18][CH:17]=3)=[N:10][O:11][C:12]=2[CH2:13][O:14][CH3:15])[CH:5]=[CH:4][N:3]=1.[CH:23]1([NH2:29])[CH2:28][CH2:27][CH2:26][CH2:25][CH2:24]1.C1C=CC(P(C2C(C3C(P(C4C=CC=CC=4)C4C=CC=CC=4)=CC=C4C=3C=CC=C4)=C3C(C=CC=C3)=CC=2)C2C=CC=CC=2)=CC=1.CC([O-])(C)C.[Na+]. (5) Given the product [CH3:1][O:2][C:3]([C@@H:5]1[CH2:18][C@H:17]([O:19][C:48](=[O:50])[CH3:49])[C:16](=[O:20])[C@H:15]2[C@@:6]1([CH3:28])[CH2:7][CH2:8][C@@H:9]1[C@:14]2([CH3:21])[CH2:13][C@@H:12]([C:22]2[CH:26]=[CH:25][O:24][CH:23]=2)[O:11][C:10]1=[O:27])=[O:4], predict the reactants needed to synthesize it. The reactants are: [CH3:1][O:2][C:3]([C@@H:5]1[CH2:18][C@H:17]([OH:19])[C:16](=[O:20])[C@H:15]2[C@@:6]1([CH3:28])[CH2:7][CH2:8][C@H:9]1[C@:14]2([CH3:21])[CH2:13][C@@H:12]([C:22]2[CH:26]=[CH:25][O:24][CH:23]=2)[O:11][C:10]1=[O:27])=[O:4].C1(P(C2C=CC=CC=2)C2C=CC=CN=2)C=CC=CC=1.[C:48](O)(=[O:50])[CH3:49].CC(OC(/N=N/C(OC(C)(C)C)=O)=O)(C)C. (6) Given the product [CH2:19]([C@H:15]1[S:11][C:10]([NH:9][CH2:8][C@H:7]([C:1]2[CH:6]=[CH:5][CH:4]=[CH:3][CH:2]=2)[CH3:13])=[N:12][C:16]1=[O:17])[CH3:20], predict the reactants needed to synthesize it. The reactants are: [C:1]1([C@H:7]([CH3:13])[CH2:8][NH:9][C:10]([NH2:12])=[S:11])[CH:6]=[CH:5][CH:4]=[CH:3][CH:2]=1.Br[CH:15]([CH2:19][CH3:20])[C:16](O)=[O:17]. (7) Given the product [Cl:13][CH2:12][C@H:14]([OH:16])[CH2:15][C:2]1[S:3][CH:4]=[CH:5][CH:6]=1, predict the reactants needed to synthesize it. The reactants are: Br[C:2]1[S:3][CH:4]=[CH:5][CH:6]=1.C([Li])(C)(C)C.[CH2:12]([C@@H:14]1[O:16][CH2:15]1)[Cl:13].